Dataset: Reaction yield outcomes from USPTO patents with 853,638 reactions. Task: Predict the reaction yield, written as a fraction of the theoretical maximum amount of product (1.0 means a 100% yield; for example, 0.34 means a 34% yield). (1) The reactants are [Cl:1][C:2]1[CH:3]=[C:4]([C:8]2[C:17]3[C:12](=[CH:13][CH:14]=[C:15]([O:18][CH3:19])[CH:16]=3)[CH2:11][CH2:10][CH:9]=2)[CH:5]=[CH:6][CH:7]=1. The catalyst is C(O)C.Cl.[Pd]. The product is [Cl:1][C:2]1[CH:3]=[C:4]([CH:8]2[C:17]3[C:12](=[CH:13][CH:14]=[C:15]([O:18][CH3:19])[CH:16]=3)[CH2:11][CH2:10][CH2:9]2)[CH:5]=[CH:6][CH:7]=1. The yield is 1.00. (2) The reactants are [Cl:1][C:2]1[CH:9]=[C:8]([NH:10][C:11]2[CH:16]=[CH:15][CH:14]=[CH:13][CH:12]=2)[C:5]([CH:6]=O)=[CH:4][N:3]=1.[NH2:17][C:18]1[CH:19]=[C:20]([CH2:25][C:26](OCC)=[O:27])[CH:21]=[CH:22][C:23]=1[F:24]. The catalyst is CC(N(C)C)=O. The product is [NH2:17][C:18]1[CH:19]=[C:20]([C:25]2[C:26](=[O:27])[N:10]([C:11]3[CH:16]=[CH:15][CH:14]=[CH:13][CH:12]=3)[C:8]3[C:5]([CH:6]=2)=[CH:4][N:3]=[C:2]([Cl:1])[CH:9]=3)[CH:21]=[CH:22][C:23]=1[F:24]. The yield is 0.550. (3) The reactants are [C:1]([C:5]1[N:6]=[C:7]([NH:10][C:11](=[O:19])[C:12]2[CH:17]=[CH:16][N:15]=[C:14]([NH2:18])[CH:13]=2)[S:8][CH:9]=1)([CH3:4])([CH3:3])[CH3:2].[C:20](OC1C=CC(Cl)=C(Cl)C=1Cl)(=[O:25])[CH2:21][C:22]([O-])=[O:23]. The catalyst is C1(C)C(C)=CC=CC=1. The product is [C:1]([C:5]1[N:6]=[C:7]([NH:10][C:11]([C:12]2[CH:17]=[CH:16][N:15]3[C:20](=[O:25])[CH2:21][C:22](=[O:23])[N:18]=[C:14]3[CH:13]=2)=[O:19])[S:8][CH:9]=1)([CH3:4])([CH3:2])[CH3:3]. The yield is 0.840. (4) The reactants are [N+:1]([C:4]1[CH:8]=[N:7][NH:6][C:5]=1[NH2:9])([O-:3])=[O:2].CN(C)[CH:12]=[CH:13][C:14]([C:16]1[CH:17]=[C:18]([N:22]2[CH2:26][CH2:25][CH2:24][C:23]2=[O:27])[CH:19]=[CH:20][CH:21]=1)=O. The catalyst is C(O)(=O)C. The product is [N+:1]([C:4]1[CH:8]=[N:7][N:6]2[C:14]([C:16]3[CH:17]=[C:18]([N:22]4[CH2:26][CH2:25][CH2:24][C:23]4=[O:27])[CH:19]=[CH:20][CH:21]=3)=[CH:13][CH:12]=[N:9][C:5]=12)([O-:3])=[O:2]. The yield is 0.290. (5) The reactants are [Br:1][C:2]1[CH:7]=[CH:6][C:5]([S:8](Cl)(=[O:10])=[O:9])=[C:4]([F:12])[CH:3]=1.C[CH2:14][N:15](CC)[CH2:16]C.CNC.C1COCC1. The catalyst is ClCCl. The product is [Br:1][C:2]1[CH:7]=[CH:6][C:5]([S:8]([N:15]([CH3:16])[CH3:14])(=[O:10])=[O:9])=[C:4]([F:12])[CH:3]=1. The yield is 0.750. (6) The reactants are [C:1]1([CH:7]2[CH2:16][CH2:15][C:14]3[C:9](=[CH:10][CH:11]=[C:12]([O:17][C:18]4[S:19][C:20]([CH:23]=O)=[CH:21][N:22]=4)[CH:13]=3)[O:8]2)[CH:6]=[CH:5][CH:4]=[CH:3][CH:2]=1.[N:25]1[CH:30]=[CH:29][C:28](NC)=[CH:27][CH:26]=1.[C:33]([BH3-])#[N:34].[Na+]. The catalyst is O1CCCC1.C(O)(=O)C. The product is [C:1]1([CH:7]2[CH2:16][CH2:15][C:14]3[C:9](=[CH:10][CH:11]=[C:12]([O:17][C:18]4[S:19][C:20]([CH2:23][NH:34][CH2:33][C:28]5[CH:27]=[CH:26][N:25]=[CH:30][CH:29]=5)=[CH:21][N:22]=4)[CH:13]=3)[O:8]2)[CH:2]=[CH:3][CH:4]=[CH:5][CH:6]=1. The yield is 0.420. (7) The reactants are [CH3:1][C:2]1[O:6][N:5]=[C:4]([C:7]2[CH:12]=[CH:11][CH:10]=[CH:9][CH:8]=2)[C:3]=1[CH2:13][O:14][C:15]1[CH:23]=[CH:22][C:18]([C:19]([OH:21])=O)=[CH:17][N:16]=1.F[B-](F)(F)F.[N:29]1(OC(N(C)C)=[N+](C)C)[C:33]2C=CC=CC=2N=N1.C(N(CC)C(C)C)(C)C.CN. The catalyst is CN(C=O)C. The product is [CH3:33][NH:29][C:19](=[O:21])[C:18]1[CH:22]=[CH:23][C:15]([O:14][CH2:13][C:3]2[C:4]([C:7]3[CH:8]=[CH:9][CH:10]=[CH:11][CH:12]=3)=[N:5][O:6][C:2]=2[CH3:1])=[N:16][CH:17]=1. The yield is 0.330.